Dataset: Forward reaction prediction with 1.9M reactions from USPTO patents (1976-2016). Task: Predict the product of the given reaction. (1) Given the reactants [N+:1]([O-:4])(O)=[O:2].[F:5][C:6]([F:15])([F:14])[C:7]1[CH:12]=[CH:11][CH:10]=[CH:9][C:8]=1[OH:13], predict the reaction product. The product is: [N+:1]([C:9]1[CH:10]=[CH:11][CH:12]=[C:7]([C:6]([F:15])([F:14])[F:5])[C:8]=1[OH:13])([O-:4])=[O:2]. (2) Given the reactants [CH3:1][C:2]1([CH3:16])[C:10]2[C:5](=[CH:6][C:7]([N+:12]([O-:14])=[O:13])=[CH:8][C:9]=2[CH3:11])[NH:4][C:3]1=[O:15].[C:17](O[C:17]([O:19][C:20]([CH3:23])([CH3:22])[CH3:21])=[O:18])([O:19][C:20]([CH3:23])([CH3:22])[CH3:21])=[O:18].O1CCCC1.C(=O)(O)[O-].[Na+], predict the reaction product. The product is: [CH3:1][C:2]1([CH3:16])[C:10]2[C:5](=[CH:6][C:7]([N+:12]([O-:14])=[O:13])=[CH:8][C:9]=2[CH3:11])[N:4]([C:17]([O:19][C:20]([CH3:23])([CH3:22])[CH3:21])=[O:18])[C:3]1=[O:15]. (3) Given the reactants [F:1][C:2]1[CH:3]=[C:4]2[N:10]([C:11]3[N:16]=[C:15]([NH2:17])[C:14]([NH2:18])=[C:13]([NH2:19])[N:12]=3)[N:9]=[C:8]([CH2:20][C:21]3[CH:26]=[CH:25][CH:24]=[CH:23][C:22]=3[F:27])[C:5]2=[N:6][CH:7]=1.Cl[C:29]([O:31][CH:32]([CH3:34])[CH3:33])=[O:30], predict the reaction product. The product is: [CH:32]([O:31][C:29](=[O:30])[NH:18][C:14]1[C:13]([NH2:19])=[N:12][C:11]([N:10]2[C:4]3[C:5](=[N:6][CH:7]=[C:2]([F:1])[CH:3]=3)[C:8]([CH2:20][C:21]3[CH:26]=[CH:25][CH:24]=[CH:23][C:22]=3[F:27])=[N:9]2)=[N:16][C:15]=1[NH2:17])([CH3:34])[CH3:33].